This data is from M1 muscarinic receptor antagonist screen with 61,756 compounds. The task is: Binary Classification. Given a drug SMILES string, predict its activity (active/inactive) in a high-throughput screening assay against a specified biological target. (1) The molecule is S(c1n(c(nn1)CNC(=O)c1c(OC)cc(OC)cc1)C)CC(OC)=O. The result is 0 (inactive). (2) The compound is Brc1sc(C2c3c([nH]nc3OC(N)=C2C#N)CCC)cc1. The result is 0 (inactive). (3) The result is 0 (inactive). The molecule is S(c1n(c2c(CC)cccc2)c(=O)c2c(n1)[nH]nc2)CC(=O)Nc1cc2OCCOc2cc1. (4) The molecule is O=C(Nc1ccc(OC)nc1)C1N(Cc2c(C1)cccc2)C(=O)c1ccccc1. The result is 0 (inactive). (5) The molecule is S(CCn1c(N2CCC(CC2)C)nc2n(c(=O)[nH]c(=O)c12)C)c1oc2c(n1)cccc2. The result is 0 (inactive).